Task: Predict the reaction yield, written as a fraction of the theoretical maximum amount of product (1.0 means a 100% yield; for example, 0.34 means a 34% yield).. Dataset: Reaction yield outcomes from USPTO patents with 853,638 reactions The reactants are [Br:1][C:2]1[CH:7]=[C:6]([F:8])[CH:5]=[C:4]([Br:9])[C:3]=1[NH:10][C:11]([NH2:13])=S.[OH-].[K+].O.O.O.C([O-])(=O)C.[Pb+2].C([O-])(=O)C.C(O)(=O)C. The catalyst is O. The product is [Br:1][C:2]1[CH:7]=[C:6]([F:8])[CH:5]=[C:4]([Br:9])[C:3]=1[NH:10][C:11]#[N:13]. The yield is 0.630.